From a dataset of Cav3 T-type calcium channel HTS with 100,875 compounds. Binary Classification. Given a drug SMILES string, predict its activity (active/inactive) in a high-throughput screening assay against a specified biological target. (1) The molecule is Clc1c(NC(=O)c2c(Cl)cc(Cl)cc2)c(C(=O)NCCN2CCOCC2)cc(Cl)c1. The result is 0 (inactive). (2) The compound is Fc1ccc(c2n3nc(n4cccc4)nc3ncc2)cc1. The result is 0 (inactive). (3) The drug is FC(F)(F)c1ccc(C2C3(CC4(C2CN(C4c2ccccc2)Cc2ccc(cc2)C(F)(F)F)C3)c2ccc(cc2)C(OC)=O)cc1. The result is 0 (inactive). (4) The molecule is P(=O)(NC(\C=C(\CO[Si](C(C)(C)C)(c1ccccc1)c1ccccc1)C)c1ccccc1)(c1ccccc1)c1ccccc1. The result is 0 (inactive). (5) The molecule is S(c1n(c2c(OCC)cccc2)c(nn1)c1ncccc1)CC(=O)N(CC)CC. The result is 0 (inactive). (6) The compound is O(c1c(C(=O)Nc2ccc(N3CCCCC3)cc2)c(OC)ccc1)C. The result is 0 (inactive).